From a dataset of Reaction yield outcomes from USPTO patents with 853,638 reactions. Predict the reaction yield, written as a fraction of the theoretical maximum amount of product (1.0 means a 100% yield; for example, 0.34 means a 34% yield). The reactants are [Cl:1][C:2]1[N:7]=[C:6]([NH:8][C@H:9]2[CH2:14][CH2:13][CH2:12][CH:11]([OH:15])[CH2:10]2)[C:5]([F:16])=[CH:4][N:3]=1.CC(OI1(OC(C)=O)(OC(C)=O)OC(=O)C2C=CC=CC1=2)=O. The catalyst is C(Cl)Cl. The product is [Cl:1][C:2]1[N:7]=[C:6]([NH:8][C@H:9]2[CH2:14][CH2:13][CH2:12][C:11](=[O:15])[CH2:10]2)[C:5]([F:16])=[CH:4][N:3]=1. The yield is 0.930.